This data is from Forward reaction prediction with 1.9M reactions from USPTO patents (1976-2016). The task is: Predict the product of the given reaction. (1) Given the reactants [OH:1][C:2]1[CH:10]=[CH:9][CH:8]=[C:7]2[C:3]=1[CH:4]=[CH:5][N:6]2[CH3:11].[Br:12][C:13]1[C:14]([O:23][CH3:24])=[C:15]([O:21][CH3:22])[CH:16]=[C:17]([CH:20]=1)[CH:18]=O.[C:25](#[N:29])[CH2:26][C:27]#[N:28].N1CCCCC1, predict the reaction product. The product is: [NH2:29][C:25]1[O:1][C:2]2[C:10]([CH:18]([C:17]3[CH:16]=[C:15]([O:21][CH3:22])[C:14]([O:23][CH3:24])=[C:13]([Br:12])[CH:20]=3)[C:26]=1[C:27]#[N:28])=[CH:9][CH:8]=[C:7]1[N:6]([CH3:11])[CH:5]=[CH:4][C:3]=21. (2) Given the reactants [CH3:1][N:2]([C:10]1[C:11]([CH3:21])=[N:12][N:13]([C:15]2[CH:16]=[N:17][CH:18]=[CH:19][CH:20]=2)[CH:14]=1)C(=O)OC(C)(C)C.[ClH:22], predict the reaction product. The product is: [ClH:22].[ClH:22].[CH3:1][NH:2][C:10]1[C:11]([CH3:21])=[N:12][N:13]([C:15]2[CH:16]=[N:17][CH:18]=[CH:19][CH:20]=2)[CH:14]=1. (3) The product is: [OH:2][C:3]1[CH:4]=[CH:5][C:6]2[CH2:7][C@H:8]3[N:19]([C:30]([O:29][CH2:28][C:25]4[CH:26]=[CH:27][CH:22]=[CH:23][CH:24]=4)=[O:31])[CH2:18][CH2:17][C@@:14]4([C:15]=2[CH:16]=1)[C@H:9]3[CH2:10][CH2:11][CH2:12][CH2:13]4. Given the reactants Br.[OH:2][C:3]1[CH:4]=[CH:5][C:6]2[CH2:7][C@H:8]3[NH:19][CH2:18][CH2:17][C@@:14]4([C:15]=2[CH:16]=1)[C@H:9]3[CH2:10][CH2:11][CH2:12][CH2:13]4.[OH-].[Na+].[CH:22]1[CH:27]=[CH:26][C:25]([CH2:28][O:29][C:30](Cl)=[O:31])=[CH:24][CH:23]=1, predict the reaction product. (4) Given the reactants Cl.[NH2:2][C@@H:3]([CH2:11][C:12]1[CH:17]=[CH:16][C:15]([O:18][CH2:19][C:20]2[CH:25]=[CH:24][CH:23]=[CH:22][CH:21]=2)=[CH:14][CH:13]=1)[C:4]([NH:6][C:7]([CH3:10])([CH3:9])[CH3:8])=[O:5].[NH:26]([C:34]([O:36][C:37]([CH3:40])([CH3:39])[CH3:38])=[O:35])[C@H:27]([CH:32]=O)[CH2:28][CH:29]([CH3:31])[CH3:30].C(O[BH-](OC(=O)C)OC(=O)C)(=O)C.[Na+].C([O-])(O)=O.[Na+], predict the reaction product. The product is: [C:37]([O:36][C:34](=[O:35])[NH:26][CH:27]([CH2:32][NH:2][CH:3]([C:4](=[O:5])[NH:6][C:7]([CH3:8])([CH3:10])[CH3:9])[CH2:11][C:12]1[CH:13]=[CH:14][C:15]([O:18][CH2:19][C:20]2[CH:25]=[CH:24][CH:23]=[CH:22][CH:21]=2)=[CH:16][CH:17]=1)[CH2:28][CH:29]([CH3:30])[CH3:31])([CH3:40])([CH3:39])[CH3:38]. (5) Given the reactants [F:1][C:2]1[CH:7]=[CH:6][C:5]([C:8]2[N:9]=[C:10](SC)[N:11]=[N:12][CH:13]=2)=[CH:4][C:3]=1[C:16]1[C:21]([F:22])=[CH:20][CH:19]=[CH:18][N:17]=1.[F:23][C:24]1[C:25]([Sn](CCCC)(CCCC)CCCC)=[N:26][CH:27]=[C:28]([F:30])[CH:29]=1, predict the reaction product. The product is: [F:23][C:24]1[C:25]([C:10]2[N:11]=[N:12][CH:13]=[C:8]([C:5]3[CH:6]=[CH:7][C:2]([F:1])=[C:3]([C:16]4[C:21]([F:22])=[CH:20][CH:19]=[CH:18][N:17]=4)[CH:4]=3)[N:9]=2)=[N:26][CH:27]=[C:28]([F:30])[CH:29]=1. (6) Given the reactants Cl[C:2]1[C:3]2[N:10]([CH3:11])[C:9]([Cl:12])=[CH:8][C:4]=2[N:5]=[CH:6][N:7]=1.[Cl:13][C:14]1[CH:15]=[C:16]([CH:18]=[CH:19][C:20]=1[O:21][C:22]1[CH:23]=[N:24][N:25]2[CH:30]=[CH:29][CH:28]=[CH:27][C:26]=12)[NH2:17].Cl.N1C=CC=CC=1.C(=O)([O-])O.[Na+], predict the reaction product. The product is: [Cl:12][C:9]1[N:10]([CH3:11])[C:3]2[C:2]([NH:17][C:16]3[CH:18]=[CH:19][C:20]([O:21][C:22]4[CH:23]=[N:24][N:25]5[CH:30]=[CH:29][CH:28]=[CH:27][C:26]=45)=[C:14]([Cl:13])[CH:15]=3)=[N:7][CH:6]=[N:5][C:4]=2[CH:8]=1. (7) The product is: [CH:25]1([CH2:24][N:7]2[CH:8]=[C:3]([O:2][CH3:1])[C:4](=[O:20])[C:5]([C:9]3[N:13]([C:14]4[CH:19]=[CH:18][CH:17]=[CH:16][CH:15]=4)[N:12]=[CH:11][CH:10]=3)=[N:6]2)[CH2:27][CH2:26]1. Given the reactants [CH3:1][O:2][C:3]1[C:4]([OH:20])=[C:5]([C:9]2[N:13]([C:14]3[CH:19]=[CH:18][CH:17]=[CH:16][CH:15]=3)[N:12]=[CH:11][CH:10]=2)[N:6]=[N:7][CH:8]=1.[H-].[Na+].Br[CH2:24][CH:25]1[CH2:27][CH2:26]1.CO, predict the reaction product.